From a dataset of Peptide-MHC class II binding affinity with 134,281 pairs from IEDB. Regression. Given a peptide amino acid sequence and an MHC pseudo amino acid sequence, predict their binding affinity value. This is MHC class II binding data. (1) The peptide sequence is EKKYAAATQFEPLAA. The MHC is DRB1_1602 with pseudo-sequence DRB1_1602. The binding affinity (normalized) is 0.366. (2) The peptide sequence is DINVGFKAAVAAAAG. The MHC is DRB1_0901 with pseudo-sequence DRB1_0901. The binding affinity (normalized) is 0.797. (3) The peptide sequence is VFEAALTKAITAMSE. The MHC is DRB1_0701 with pseudo-sequence DRB1_0701. The binding affinity (normalized) is 0.826. (4) The peptide sequence is TVLAFPAGVCPTIGV. The MHC is HLA-DPA10201-DPB10501 with pseudo-sequence HLA-DPA10201-DPB10501. The binding affinity (normalized) is 0.0762. (5) The peptide sequence is IMRIKKLTITGKGTL. The MHC is DRB1_1201 with pseudo-sequence DRB1_1201. The binding affinity (normalized) is 0.629.